This data is from Forward reaction prediction with 1.9M reactions from USPTO patents (1976-2016). The task is: Predict the product of the given reaction. (1) Given the reactants [CH3:1][N:2]1[CH:6]=[CH:5][N:4]=[CH:3]1.C([Li])CCC.Cl[Si](CC)(CC)CC.C([Li])(CC)C.[F:25][C:26]1[CH:33]=[C:32]([CH:34]=[O:35])[CH:31]=[CH:30][C:27]=1[C:28]#[N:29], predict the reaction product. The product is: [F:25][C:26]1[CH:33]=[C:32]([CH:34]([OH:35])[C:6]2[N:2]([CH3:1])[CH:3]=[N:4][CH:5]=2)[CH:31]=[CH:30][C:27]=1[C:28]#[N:29]. (2) The product is: [CH3:9][C:10]1[CH:11]=[C:12]([CH:38]=[CH:39][C:40]=1[S:41]([CH3:42])=[N:45][C:44]#[N:43])[CH2:13][NH:14][C:15]([C:17]1[C:22](=[O:23])[C:21]([C:24]2[CH:29]=[CH:28][CH:27]=[C:26]([C:30]([F:33])([F:32])[F:31])[CH:25]=2)=[C:20]([CH3:34])[N:19]([CH:35]([CH3:37])[CH3:36])[CH:18]=1)=[O:16]. Given the reactants BrN1C(=O)CCC1=O.[CH3:9][C:10]1[CH:11]=[C:12]([CH:38]=[CH:39][C:40]=1[S:41][CH3:42])[CH2:13][NH:14][C:15]([C:17]1[C:22](=[O:23])[C:21]([C:24]2[CH:29]=[CH:28][CH:27]=[C:26]([C:30]([F:33])([F:32])[F:31])[CH:25]=2)=[C:20]([CH3:34])[N:19]([CH:35]([CH3:37])[CH3:36])[CH:18]=1)=[O:16].[N:43]#[C:44][NH2:45].CC(C)([O-])C.[K+].S([O-])([O-])(=O)=S.[Na+].[Na+], predict the reaction product. (3) Given the reactants [CH3:1][C:2]1[CH:10]=[CH:9][C:5]([C:6](Cl)=[O:7])=[CH:4][CH:3]=1.[CH3:11][O:12][C:13]1[CH:14]=[C:15]([C:19]2([OH:25])[CH2:24][CH2:23][CH2:22][NH:21][CH2:20]2)[CH:16]=[CH:17][CH:18]=1, predict the reaction product. The product is: [OH:25][C:19]1([C:15]2[CH:16]=[CH:17][CH:18]=[C:13]([O:12][CH3:11])[CH:14]=2)[CH2:24][CH2:23][CH2:22][N:21]([C:6]([C:5]2[CH:9]=[CH:10][C:2]([CH3:1])=[CH:3][CH:4]=2)=[O:7])[CH2:20]1. (4) Given the reactants [Cl:1][C:2]1[CH:7]=[CH:6][C:5]([CH:8]2[CH2:13][CH2:12][NH:11][CH2:10][CH2:9]2)=[CH:4][C:3]=1[C:14]([F:17])([F:16])[F:15].[CH2:18](Br)[CH2:19][CH2:20][CH3:21], predict the reaction product. The product is: [Cl:1][C:2]1[CH:7]=[CH:6][C:5]([CH:8]2[CH2:13][CH2:12][N:11]([CH2:18][CH2:19][CH2:20][CH3:21])[CH2:10][CH2:9]2)=[CH:4][C:3]=1[C:14]([F:17])([F:15])[F:16]. (5) The product is: [NH2:34][CH2:33][CH2:32][CH2:31][O:30][CH2:29][CH2:28][O:27][CH2:26][CH2:25][O:24][CH2:23][CH2:22][CH2:21][NH:20][C:17]1[CH:16]=[CH:15][C:14]([C:12]([C:11]2[CH:42]=[CH:43][C:8]([O:7][CH2:6][CH2:5][CH2:4][NH:3][C:2](=[O:1])[CH2:44][CH2:45][O:46][CH2:47][CH2:48][O:49][CH2:50][CH2:51][O:52][CH2:53][CH2:54][O:55][CH2:56][CH2:57][NH:58][C:59](=[O:73])[CH2:60][CH2:61][CH2:62][CH2:63][CH:64]3[CH:71]4[CH:67]([NH:68][C:69](=[O:72])[NH:70]4)[CH2:66][S:65]3)=[CH:9][CH:10]=2)=[O:13])=[CH:19][CH:18]=1. Given the reactants [O:1]=[C:2]([CH2:44][CH2:45][O:46][CH2:47][CH2:48][O:49][CH2:50][CH2:51][O:52][CH2:53][CH2:54][O:55][CH2:56][CH2:57][NH:58][C:59](=[O:73])[CH2:60][CH2:61][CH2:62][CH2:63][CH:64]1[CH:71]2[CH:67]([NH:68][C:69](=[O:72])[NH:70]2)[CH2:66][S:65]1)[NH:3][CH2:4][CH2:5][CH2:6][O:7][C:8]1[CH:43]=[CH:42][C:11]([C:12]([C:14]2[CH:19]=[CH:18][C:17]([NH:20][CH2:21][CH2:22][CH2:23][O:24][CH2:25][CH2:26][O:27][CH2:28][CH2:29][O:30][CH2:31][CH2:32][CH2:33][NH:34]C(=O)OC(C)(C)C)=[CH:16][CH:15]=2)=[O:13])=[CH:10][CH:9]=1, predict the reaction product. (6) Given the reactants C[O:2][C:3]1[CH:8]=[C:7]([O:9]C)[CH:6]=[CH:5][C:4]=1[C:11](=[O:23])[CH2:12][C:13]1[CH:22]=[CH:21][C:16]([C:17]([O:19][CH3:20])=[O:18])=[CH:15][CH:14]=1.B(Br)(Br)Br.[CH2:28](Cl)Cl, predict the reaction product. The product is: [OH:2][C:3]1[CH:8]=[C:7]([OH:9])[CH:6]=[CH:5][C:4]=1[C:11](=[O:23])[CH2:12][C:13]1[CH:22]=[CH:21][C:16]([C:17]([O:19][CH2:20][CH3:28])=[O:18])=[CH:15][CH:14]=1. (7) Given the reactants C([SiH2][O:6][C:7](C)(C)[C:8]1[CH:9]=[C:10]([CH:20]=[CH:21][C:22]=1[Cl:23])[CH2:11][N:12]([CH2:16][CH:17]1[CH2:19][CH2:18]1)[C:13](=[O:15])[OH:14])(C)(C)C, predict the reaction product. The product is: [C:8]([O:14][C:13](=[O:15])[N:12]([CH2:11][C:10]1[CH:20]=[CH:21][C:22]([Cl:23])=[C:8]([CH:7]=[O:6])[CH:9]=1)[CH2:16][CH:17]1[CH2:18][CH2:19]1)([CH3:9])([CH3:22])[CH3:7].